Dataset: Forward reaction prediction with 1.9M reactions from USPTO patents (1976-2016). Task: Predict the product of the given reaction. (1) Given the reactants C(N(CC)CC)C.[CH3:8][O:9][C:10]1[CH:19]=[C:18]2[C:13]([CH:14]=[N:15][N:16]=[C:17]2[O:20][CH2:21][CH:22]2[CH2:27][CH2:26][NH:25][CH2:24][CH2:23]2)=[CH:12][CH:11]=1.Cl[CH2:29][C:30]([C:32]1[CH:33]=[CH:34][C:35]2[O:40][CH2:39][C:38](=[O:41])[NH:37][C:36]=2[CH:42]=1)=[O:31], predict the reaction product. The product is: [CH3:8][O:9][C:10]1[CH:19]=[C:18]2[C:13]([CH:14]=[N:15][N:16]=[C:17]2[O:20][CH2:21][CH:22]2[CH2:27][CH2:26][N:25]([CH2:29][C:30]([C:32]3[CH:33]=[CH:34][C:35]4[O:40][CH2:39][C:38](=[O:41])[NH:37][C:36]=4[CH:42]=3)=[O:31])[CH2:24][CH2:23]2)=[CH:12][CH:11]=1. (2) Given the reactants [Cl:1][C:2]1[CH:3]=[CH:4][C:5]2[O:9][C:8]([C:10]3[CH:15]=[CH:14][C:13]([C:16]4[CH:21]=[CH:20][CH:19]=[CH:18][N:17]=4)=[C:12]([O:22][CH3:23])[CH:11]=3)=[N:7][C:6]=2[CH:24]=1.Cl, predict the reaction product. The product is: [ClH:1].[Cl:1][C:2]1[CH:3]=[CH:4][C:5]2[O:9][C:8]([C:10]3[CH:15]=[CH:14][C:13]([C:16]4[CH:21]=[CH:20][CH:19]=[CH:18][N:17]=4)=[C:12]([O:22][CH3:23])[CH:11]=3)=[N:7][C:6]=2[CH:24]=1. (3) Given the reactants [F:1][C:2]1[C:3]([CH2:24][N:25](C)[C:26](=O)OC(C)(C)C)=[CH:4][N:5]([S:14]([C:17]2[CH:18]=[N:19][CH:20]=[C:21]([CH3:23])[CH:22]=2)(=[O:16])=[O:15])[C:6]=1[C:7]1[C:8]([F:13])=[N:9][CH:10]=[CH:11][CH:12]=1.C(OCC)(=O)C.Cl, predict the reaction product. The product is: [F:1][C:2]1[C:3]([CH2:24][NH:25][CH3:26])=[CH:4][N:5]([S:14]([C:17]2[CH:18]=[N:19][CH:20]=[C:21]([CH3:23])[CH:22]=2)(=[O:16])=[O:15])[C:6]=1[C:7]1[C:8]([F:13])=[N:9][CH:10]=[CH:11][CH:12]=1. (4) Given the reactants [Cl:1][C:2]1[CH:10]=[C:9]2[C:5]([C:6]([C:12]3[N:13]=[C:14]4[C:20]([C:21]([OH:23])=O)=[CH:19][N:18]([CH2:24][O:25][CH2:26][CH2:27][Si:28]([CH3:31])([CH3:30])[CH3:29])[C:15]4=[N:16][CH:17]=3)=[N:7][N:8]2[CH3:11])=[CH:4][CH:3]=1.Cl.[NH2:33][C@H:34]1[CH2:39][CH2:38][CH2:37][C@H:36]([C:40]([NH2:42])=[O:41])[CH2:35]1.CN(C(ON1N=NC2C=CC=CC1=2)=[N+](C)C)C.F[P-](F)(F)(F)(F)F.C1C=CC2N(O)N=NC=2C=1.C(N(CC)C(C)C)(C)C, predict the reaction product. The product is: [C:40]([C@H:36]1[CH2:37][CH2:38][CH2:39][C@H:34]([NH:33][C:21]([C:20]2[C:14]3[C:15](=[N:16][CH:17]=[C:12]([C:6]4[C:5]5[C:9](=[CH:10][C:2]([Cl:1])=[CH:3][CH:4]=5)[N:8]([CH3:11])[N:7]=4)[N:13]=3)[N:18]([CH2:24][O:25][CH2:26][CH2:27][Si:28]([CH3:30])([CH3:31])[CH3:29])[CH:19]=2)=[O:23])[CH2:35]1)(=[O:41])[NH2:42]. (5) Given the reactants [CH3:1][O:2][C:3]1[CH:4]=[CH:5][C:6]2[C:10]([O:11][C:12]3[CH:17]=[CH:16][C:15](/[CH:18]=[CH:19]/[C:20]([O:22][CH3:23])=[O:21])=[CH:14][CH:13]=3)=[C:9]([C:24]3[CH:29]=[CH:28][C:27]([O:30][CH3:31])=[CH:26][CH:25]=3)[S:8](=O)[C:7]=2[CH:33]=1.C1(P(C2C=CC=CC=2)C2C=CC=CC=2)C=CC=CC=1, predict the reaction product. The product is: [CH3:1][O:2][C:3]1[CH:4]=[CH:5][C:6]2[C:10]([O:11][C:12]3[CH:17]=[CH:16][C:15](/[CH:18]=[CH:19]/[C:20]([O:22][CH3:23])=[O:21])=[CH:14][CH:13]=3)=[C:9]([C:24]3[CH:25]=[CH:26][C:27]([O:30][CH3:31])=[CH:28][CH:29]=3)[S:8][C:7]=2[CH:33]=1. (6) Given the reactants [CH3:1][O:2][C:3]([C:5]1[N:10]=[C:9]([C:11]([OH:13])=O)[CH:8]=[CH:7][CH:6]=1)=[O:4].ClC([N:19](C)C)=C(C)C.N.CO, predict the reaction product. The product is: [C:11]([C:9]1[N:10]=[C:5]([C:3]([O:2][CH3:1])=[O:4])[CH:6]=[CH:7][CH:8]=1)(=[O:13])[NH2:19]. (7) Given the reactants [Cl:1][C:2]1[CH:27]=[CH:26][C:5](/[CH:6]=[CH:7]/[S:8]([N:11]([CH2:18][CH:19](OCC)[O:20]CC)[CH2:12][C:13]([O:15][CH2:16][CH3:17])=[O:14])(=[O:10])=[O:9])=[CH:4][CH:3]=1.C(Cl)(Cl)Cl.FC(F)(F)C(O)=O.C(=O)([O-])O.[Na+], predict the reaction product. The product is: [Cl:1][C:2]1[CH:3]=[CH:4][C:5](/[CH:6]=[CH:7]/[S:8]([N:11]([CH2:18][CH:19]=[O:20])[CH2:12][C:13]([O:15][CH2:16][CH3:17])=[O:14])(=[O:9])=[O:10])=[CH:26][CH:27]=1. (8) Given the reactants [CH2:1]([O:8][NH:9][S:10]([C:13]1[CH:18]=[CH:17][CH:16]=[CH:15][C:14]=1[N+:19]([O-:21])=[O:20])(=[O:12])=[O:11])[C:2]1[CH:7]=[CH:6][CH:5]=[CH:4][CH:3]=1.O[C@@H:23]1[CH2:28][N:27]([C:29]([O:31][C:32]([CH3:35])([CH3:34])[CH3:33])=[O:30])[C@H:26]([C:36]([O:38][CH2:39][CH3:40])=[O:37])[CH2:25][CH2:24]1.C1C=CC(P(C2C=CC=CC=2)C2C=CC=CC=2)=CC=1.CCOC(/N=N/C(OCC)=O)=O, predict the reaction product. The product is: [CH2:1]([O:8][N:9]([C@H:23]1[CH2:28][N:27]([C:29]([O:31][C:32]([CH3:33])([CH3:34])[CH3:35])=[O:30])[C@H:26]([C:36]([O:38][CH2:39][CH3:40])=[O:37])[CH2:25][CH2:24]1)[S:10]([C:13]1[CH:18]=[CH:17][CH:16]=[CH:15][C:14]=1[N+:19]([O-:21])=[O:20])(=[O:12])=[O:11])[C:2]1[CH:7]=[CH:6][CH:5]=[CH:4][CH:3]=1. (9) Given the reactants [CH:1]1([NH:4][CH2:5][C@@H:6]([OH:27])[CH2:7][CH2:8][N:9]2[C:13]3[CH:14]=[CH:15][CH:16]=[CH:17][C:12]=3[N:11]([C:18]3[CH:23]=[CH:22][CH:21]=[CH:20][C:19]=3[CH3:24])[S:10]2(=[O:26])=[O:25])[CH2:3][CH2:2]1.[C:28](#N)C.CO, predict the reaction product. The product is: [CH3:28][O:27][C@@H:6]([CH2:7][CH2:8][N:9]1[C:13]2[CH:14]=[CH:15][CH:16]=[CH:17][C:12]=2[N:11]([C:18]2[CH:23]=[CH:22][CH:21]=[CH:20][C:19]=2[CH3:24])[S:10]1(=[O:25])=[O:26])[CH2:5][NH:4][CH:1]1[CH2:2][CH2:3]1. (10) Given the reactants [I-].Cl[C:3]1[CH:8]=[CH:7]C=C[N+:4]=1C.C(N(CC)CC)C.C(N)CC.[C:21]([NH:24][CH2:25][CH2:26][N:27]1[C:35]2[C:30](=[CH:31][CH:32]=[C:33]([O:36][CH3:37])[CH:34]=2)[CH:29]=[C:28]1[C:38]([OH:40])=O)(=[O:23])[CH3:22], predict the reaction product. The product is: [C:21]([NH:24][CH2:25][CH2:26][N:27]1[C:35]2[C:30]([CH2:31][CH:32]=[C:33]([O:36][CH3:37])[CH:34]=2)=[CH:29][CH:28]1[C:38]([NH:4][CH2:3][CH2:8][CH3:7])=[O:40])(=[O:23])[CH3:22].